The task is: Predict the reactants needed to synthesize the given product.. This data is from Full USPTO retrosynthesis dataset with 1.9M reactions from patents (1976-2016). (1) Given the product [F:28][C:29]1[CH:30]=[C:31]([CH:32]=[C:33]([F:35])[CH:34]=1)[O:36][CH2:2][C:3]([NH:5][CH:6]1[CH2:11][CH2:10][N:9]([CH2:12][C:13]2[CH:17]=[CH:16][N:15]([C:18]3[CH:23]=[CH:22][C:21]([C:24]([F:27])([F:26])[F:25])=[CH:20][CH:19]=3)[CH:14]=2)[CH2:8][CH2:7]1)=[O:4], predict the reactants needed to synthesize it. The reactants are: Cl[CH2:2][C:3]([NH:5][CH:6]1[CH2:11][CH2:10][N:9]([CH2:12][C:13]2[CH:17]=[CH:16][N:15]([C:18]3[CH:23]=[CH:22][C:21]([C:24]([F:27])([F:26])[F:25])=[CH:20][CH:19]=3)[CH:14]=2)[CH2:8][CH2:7]1)=[O:4].[F:28][C:29]1[CH:30]=[C:31]([OH:36])[CH:32]=[C:33]([F:35])[CH:34]=1.CC(C)([O-])C.[K+]. (2) Given the product [Cl:1][C:2]1[C:7]([Cl:8])=[CH:6][C:5]2[NH:9][C:16](=[O:15])[CH2:17][C:18]([C:20]3[CH:25]=[CH:24][CH:23]=[C:22]([C:26]4[CH:27]=[C:28]([CH3:33])[N:29]=[C:30]([CH3:32])[CH:31]=4)[CH:21]=3)=[N:10][C:4]=2[CH:3]=1, predict the reactants needed to synthesize it. The reactants are: [Cl:1][C:2]1[C:7]([Cl:8])=[CH:6][C:5]([NH2:9])=[C:4]([NH2:10])[CH:3]=1.C([O:15][C:16](=O)[CH2:17][C:18]([C:20]1[CH:25]=[CH:24][CH:23]=[C:22]([C:26]2[CH:31]=[C:30]([CH3:32])[N:29]=[C:28]([CH3:33])[CH:27]=2)[CH:21]=1)=O)(C)(C)C. (3) Given the product [F:1][C:2]1[CH:3]=[CH:4][C:5]([C:8]2[S:12][C:11]3[CH:13]=[CH:14][C:15]([C:17]4[CH:25]=[CH:24][CH:23]=[C:19]([C:20](=[O:21])[NH:40][C:37]5([C:31]6[CH:36]=[CH:35][CH:34]=[CH:33][CH:32]=6)[CH2:39][CH2:38]5)[CH:18]=4)=[CH:16][C:10]=3[C:9]=2[C:26]([NH:27][CH3:28])=[O:29])=[CH:6][CH:7]=1, predict the reactants needed to synthesize it. The reactants are: [F:1][C:2]1[CH:7]=[CH:6][C:5]([C:8]2[S:12][C:11]3[CH:13]=[CH:14][C:15]([C:17]4[CH:18]=[C:19]([CH:23]=[CH:24][CH:25]=4)[C:20](O)=[O:21])=[CH:16][C:10]=3[C:9]=2[C:26](=[O:29])[NH:27][CH3:28])=[CH:4][CH:3]=1.Cl.[C:31]1([C:37]2([NH2:40])[CH2:39][CH2:38]2)[CH:36]=[CH:35][CH:34]=[CH:33][CH:32]=1. (4) The reactants are: Cl.[OH:2][C@H:3]1[CH2:7][NH:6][C@H:5]([C:8]([O:10][CH3:11])=[O:9])[CH2:4]1.[O:12]=[C:13]1[C:21]2[C:16](=[CH:17][CH:18]=[CH:19][CH:20]=2)[CH2:15][N:14]1[C@@H:22]([CH3:26])[C:23](O)=[O:24].CCN(C(C)C)C(C)C.CN(C(ON1N=NC2C=CC=NC1=2)=[N+](C)C)C.F[P-](F)(F)(F)(F)F.C(=O)(O)[O-].[Na+]. Given the product [OH:2][C@H:3]1[CH2:7][N:6]([C:23](=[O:24])[C@@H:22]([N:14]2[CH2:15][C:16]3[C:21](=[CH:20][CH:19]=[CH:18][CH:17]=3)[C:13]2=[O:12])[CH3:26])[C@H:5]([C:8]([O:10][CH3:11])=[O:9])[CH2:4]1, predict the reactants needed to synthesize it. (5) Given the product [Br:1][C:2]1[CH:7]=[N:6][CH:5]=[C:4]([O:8][CH:16]([F:21])[F:20])[CH:3]=1, predict the reactants needed to synthesize it. The reactants are: [Br:1][C:2]1[CH:3]=[C:4]([OH:8])[CH:5]=[N:6][CH:7]=1.C(=O)([O-])[O-].[K+].[K+].Cl[C:16]([F:21])([F:20])C(O)=O.O. (6) Given the product [CH2:28]([O:27][C:21]1[CH:20]=[C:19]2[C:24]([C:11]([C:8]3[CH:9]=[CH:10][C:5]([C:3]([OH:2])=[O:35])=[N:6][CH:7]=3)=[N:12][C@H:13]3[C@@H:18]2[CH2:17][C@H:16]([OH:30])[CH2:15][CH2:14]3)=[CH:23][C:22]=1[O:25][CH3:26])[CH3:29], predict the reactants needed to synthesize it. The reactants are: C[O:2][C:3]([C:5]1[CH:10]=[CH:9][C:8]([C:11]2[C:24]3[C:19](=[CH:20][C:21]([O:27][CH2:28][CH3:29])=[C:22]([O:25][CH3:26])[CH:23]=3)[C@@H:18]3[C@@H:13]([CH2:14][CH2:15][C@@H:16]([OH:30])[CH2:17]3)[N:12]=2)=[CH:7][N:6]=1)=N.O[Li].O.P(=O)(O)(O)[OH:35].P([O-])([O-])(O)=O.[Na+].[Na+]. (7) The reactants are: [F:1][C:2]1[CH:3]=[C:4]([C:8]2([CH:14]=O)[CH2:13][CH2:12][CH2:11][CH2:10][CH2:9]2)[CH:5]=[CH:6][CH:7]=1.[CH3:16][NH2:17]. Given the product [F:1][C:2]1[CH:3]=[C:4]([C:8]2([CH2:14][NH:17][CH3:16])[CH2:13][CH2:12][CH2:11][CH2:10][CH2:9]2)[CH:5]=[CH:6][CH:7]=1, predict the reactants needed to synthesize it. (8) Given the product [CH3:29][O:30][C:4]1[CH:9]=[CH:8][C:7]([C:10]([CH2:12][C:13]2[CH:18]=[CH:17][CH:16]=[CH:15][CH:14]=2)=[O:11])=[CH:6][CH:5]=1, predict the reactants needed to synthesize it. The reactants are: [H-].[Na+].Cl[C:4]1[CH:9]=[CH:8][C:7]([C:10]([CH2:12][C:13]2[CH:18]=[CH:17][C:16](Cl)=[C:15](Cl)[CH:14]=2)=[O:11])=[CH:6][CH:5]=1.C(Cl)C1C=CC=CC=1.[CH3:29][OH:30]. (9) The reactants are: F[B-](F)(F)F.[C:6]1(=[O:20])[N:10](OC(N(C)C)=[N+](C)C)[C:9](=[O:19])[CH2:8][CH2:7]1.[C:21]([O:25][CH2:26][C@H:27]([NH:31][C:32]([O:34][C:35]([CH3:38])([CH3:37])[CH3:36])=[O:33])[C:28]([OH:30])=[O:29])([CH3:24])([CH3:23])[CH3:22].C(N(CC)CC)C. Given the product [O:19]=[C:9]1[CH2:8][CH2:7][C:6](=[O:20])[N:10]1[O:29][C:28](=[O:30])[C@@H:27]([NH:31][C:32]([O:34][C:35]([CH3:38])([CH3:37])[CH3:36])=[O:33])[CH2:26][O:25][C:21]([CH3:23])([CH3:24])[CH3:22], predict the reactants needed to synthesize it.